From a dataset of CYP2C19 inhibition data for predicting drug metabolism from PubChem BioAssay. Regression/Classification. Given a drug SMILES string, predict its absorption, distribution, metabolism, or excretion properties. Task type varies by dataset: regression for continuous measurements (e.g., permeability, clearance, half-life) or binary classification for categorical outcomes (e.g., BBB penetration, CYP inhibition). Dataset: cyp2c19_veith. (1) The compound is Cc1ccc(Sc2cc(Cl)nc(N)n2)cc1. The result is 0 (non-inhibitor). (2) The drug is CC[C@]1(O)C[C@@H]2CN(CCc3c([nH]c4ccccc34)[C@](C(=O)OC)(c3cc4c(cc3OC)N(C)[C@H]3[C@](O)(C(=O)OC)[C@@H](C(=O)OC)[C@@]5(CC)C=CCN6CC[C@@]43[C@@H]65)C2)C1. The result is 0 (non-inhibitor). (3) The molecule is Cc1ccc([N+](=O)[O-])cc1NC(=S)NC(=O)CC(C)(C)C. The result is 1 (inhibitor). (4) The molecule is O=C(O)/C=C\c1ccc(Cn2ccnc2)cc1. The result is 0 (non-inhibitor). (5) The drug is C[C@@H]1OC(=O)C[C@H](O)C[C@H](O)C[C@H](O)CC[C@H](O)[C@H](O)CC(=O)C[C@H](O)[C@H](C(=O)O)[C@H](O)C[C@H](O[C@@H]2O[C@@H](C)[C@H](O)[C@@H](N)[C@@H]2O)C=CC=CC=CC=CCCC=CC=C[C@@](C)(O)[C@@H](O)[C@H]1C. The result is 0 (non-inhibitor). (6) The molecule is C[C@@](Br)(C(=O)O)[C@H](Br)C(=O)O. The result is 0 (non-inhibitor). (7) The compound is Nc1nnc(CC(=O)N/N=C/c2cccc([N+](=O)[O-])c2)s1. The result is 0 (non-inhibitor). (8) The compound is CC(Sc1nc(-c2ccccc2)cc(C(F)(F)F)n1)C(=O)N1CCCCC1. The result is 1 (inhibitor). (9) The drug is O=[N+]([O-])c1cc2c(cc1/C=N/Nc1nc(Nc3ccccc3)nc(N3CCCCC3)n1)OCO2. The result is 1 (inhibitor). (10) The result is 1 (inhibitor). The molecule is N#CCSc1nc2ccc(N3CCCCC3)cc2c(=O)n1Cc1ccccc1.